Dataset: Experimentally validated miRNA-target interactions with 360,000+ pairs, plus equal number of negative samples. Task: Binary Classification. Given a miRNA mature sequence and a target amino acid sequence, predict their likelihood of interaction. (1) The protein sequence of the target gene is MASFPPRVNEKEIVRSRTIGELLAPAAPFDKKCGGENWTVAFAPDGSYFAWSQGYRIVKLVPWSQCRKNFLLHGSKNVTNSSCLKLARQNSNGGQKNKPPEHVIDCGDIVWSLAFGSSVPEKQSRCVNIEWHRFRFGQDQLLLATGLNNGRIKIWDVYTGKLLLNLVDHIEMVRDLTFAPDGSLLLVSASRDKTLRVWDLKDDGNMVKVLRAHQNWVYSCAFSPDCSMLCSVGASKAVFLWNMDKYTMIRKLEGHHHDVVACDFSPDGALLATASYDTRVYVWDPHNGDLLMEFGHLFPS.... The miRNA is mmu-miR-763 with sequence CCAGCUGGGAAGAACCAGUGGC. Result: 0 (no interaction). (2) The miRNA is hsa-miR-30c-5p with sequence UGUAAACAUCCUACACUCUCAGC. The protein sequence of the target gene is MGASARLLRAVIMGAPGSGKGTVSSRITTHFELKHLSSGDLLRDNMLRGTEIGVLAKAFIDQGKLIPDDVMTRLALHELKNLTQYSWLLDGFPRTLPQAEALDRAYQIDTVINLNVPFEVIKQRLTARWIHPASGRVYNIEFNPPKTVGIDDLTGEPLIQREDDKPETVIKRLKAYEDQTKPVLEYYQKKGVLETFSGTETNKIWPYVYAFLQTKVPQRSQKASVTP. Result: 0 (no interaction).